Task: Regression. Given two drug SMILES strings and cell line genomic features, predict the synergy score measuring deviation from expected non-interaction effect.. Dataset: NCI-60 drug combinations with 297,098 pairs across 59 cell lines (1) Drug 1: C1=CC(=CC=C1CC(C(=O)O)N)N(CCCl)CCCl.Cl. Drug 2: CS(=O)(=O)OCCCCOS(=O)(=O)C. Cell line: SR. Synergy scores: CSS=78.4, Synergy_ZIP=8.88, Synergy_Bliss=9.26, Synergy_Loewe=2.78, Synergy_HSA=10.1. (2) Drug 1: C1=CC(=CC=C1CC(C(=O)O)N)N(CCCl)CCCl.Cl. Drug 2: C1=CC=C(C=C1)NC(=O)CCCCCCC(=O)NO. Cell line: HS 578T. Synergy scores: CSS=8.37, Synergy_ZIP=-3.80, Synergy_Bliss=-4.95, Synergy_Loewe=-8.29, Synergy_HSA=-6.12.